Dataset: Reaction yield outcomes from USPTO patents with 853,638 reactions. Task: Predict the reaction yield, written as a fraction of the theoretical maximum amount of product (1.0 means a 100% yield; for example, 0.34 means a 34% yield). (1) The reactants are [CH2:1]([NH:3][CH:4]1[CH2:9][CH2:8][CH2:7][CH2:6][CH2:5]1)[CH3:2].BrC[B-](F)(F)F.[K+].Br[C:18]1[CH:19]=[C:20]([N:24]2[C:28]3[N:29]=[CH:30][N:31]([CH2:34][C:35]4([OH:46])[CH2:40][CH2:39][N:38]([C:41]([CH:43]5[CH2:45][CH2:44]5)=[O:42])[CH2:37][CH2:36]4)[C:32](=[O:33])[C:27]=3[CH:26]=[N:25]2)[CH:21]=[CH:22][CH:23]=1.[C:47](=O)([O-])[O-].[Cs+].[Cs+]. The catalyst is O1CCOCC1.O.[Cl-].[Na+].O. The product is [CH:4]1([N:3]([CH2:47][C:18]2[CH:19]=[C:20]([N:24]3[C:28]4[N:29]=[CH:30][N:31]([CH2:34][C:35]5([OH:46])[CH2:40][CH2:39][N:38]([C:41]([CH:43]6[CH2:44][CH2:45]6)=[O:42])[CH2:37][CH2:36]5)[C:32](=[O:33])[C:27]=4[CH:26]=[N:25]3)[CH:21]=[CH:22][CH:23]=2)[CH2:1][CH3:2])[CH2:9][CH2:8][CH2:7][CH2:6][CH2:5]1. The yield is 0.190. (2) The reactants are C(O)(C(F)(F)F)=O.[Cl:8][C:9]1[CH:14]=[CH:13][C:12]([CH:15]([NH:19][C:20]([C:22]2([NH:37]C(=O)OC(C)(C)C)[CH2:27][CH2:26][N:25]([C:28]3[C:29]4[CH:36]=[CH:35][NH:34][C:30]=4[N:31]=[CH:32][N:33]=3)[CH2:24][CH2:23]2)=[O:21])[CH2:16][CH2:17][OH:18])=[CH:11][CH:10]=1. The catalyst is ClCCl. The product is [NH2:37][C:22]1([C:20]([NH:19][CH:15]([C:12]2[CH:11]=[CH:10][C:9]([Cl:8])=[CH:14][CH:13]=2)[CH2:16][CH2:17][OH:18])=[O:21])[CH2:23][CH2:24][N:25]([C:28]2[C:29]3[CH:36]=[CH:35][NH:34][C:30]=3[N:31]=[CH:32][N:33]=2)[CH2:26][CH2:27]1. The yield is 0.698. (3) The reactants are [C:1]([O:5][P:6](=[O:13])([OH:12])[O:7][C:8]([CH3:11])([CH3:10])[CH3:9])([CH3:4])([CH3:3])[CH3:2].C([O-])(O)=O.[Na+].O.[CH2:20](Cl)[Cl:21]. The catalyst is S([O-])(O)(=O)=O.C([N+](CCCC)(CCCC)CCCC)CCC. The product is [Cl:21][CH2:20][O:13][P:6](=[O:12])([O:7][C:8]([CH3:11])([CH3:10])[CH3:9])[O:5][C:1]([CH3:4])([CH3:2])[CH3:3]. The yield is 0.640. (4) The reactants are C[Al](C)C.[F:5][C:6]1[CH:7]=[CH:8][C:9]([NH2:12])=[N:10][CH:11]=1.[Si:13]([O:20][CH2:21][C@@H:22]([O:24][CH2:25][C@H:26]([O:31][C:32]1[N:37]=[CH:36][N:35]=[C:34]2[N:38]([C:41]3[C:46]([Cl:47])=[CH:45][CH:44]=[CH:43][N:42]=3)[N:39]=[CH:40][C:33]=12)[C:27](OC)=[O:28])[CH3:23])([C:16]([CH3:19])([CH3:18])[CH3:17])([CH3:15])[CH3:14].C(C(C(C([O-])=O)O)O)([O-])=O.[K+].[Na+]. The catalyst is C1(C)C=CC=CC=1.CCOC(C)=O. The product is [Si:13]([O:20][CH2:21][C@@H:22]([O:24][CH2:25][C@H:26]([O:31][C:32]1[N:37]=[CH:36][N:35]=[C:34]2[N:38]([C:41]3[C:46]([Cl:47])=[CH:45][CH:44]=[CH:43][N:42]=3)[N:39]=[CH:40][C:33]=12)[C:27]([NH:12][C:9]1[CH:8]=[CH:7][C:6]([F:5])=[CH:11][N:10]=1)=[O:28])[CH3:23])([C:16]([CH3:19])([CH3:18])[CH3:17])([CH3:15])[CH3:14]. The yield is 1.00. (5) The reactants are [Cl:1][C:2]1[CH:7]=[CH:6][CH:5]=[CH:4][C:3]=1[C:8]1[C:9]([CH2:21][OH:22])=[CH:10][N:11]([C:13]2[C:18]([CH3:19])=[CH:17][N:16]=[C:15]([F:20])[CH:14]=2)[CH:12]=1.C1C=C[NH+]=CC=1.[O-][Cr](Cl)(=O)=O. The catalyst is C(Cl)Cl.C(OCC)C. The product is [Cl:1][C:2]1[CH:7]=[CH:6][CH:5]=[CH:4][C:3]=1[C:8]1[C:9]([CH:21]=[O:22])=[CH:10][N:11]([C:13]2[C:18]([CH3:19])=[CH:17][N:16]=[C:15]([F:20])[CH:14]=2)[CH:12]=1. The yield is 0.620. (6) The reactants are C([O:4][C:5](=[O:35])[CH2:6][CH2:7][CH2:8][O:9][C:10]1[CH:11]=[CH:12][C:13]2[C:26](=[O:27])[C:25]([Br:28])=[C:24]3[C:15](=[N:16][C:17]4[C:22]([O:23]3)=[CH:21][C:20]([N:29]([CH2:32][CH3:33])[CH2:30][CH3:31])=[CH:19][CH:18]=4)[C:14]=2[CH:34]=1)C=C.C(NCC)C. The catalyst is CN(C)C=O.C1C=CC([P]([Pd]([P](C2C=CC=CC=2)(C2C=CC=CC=2)C2C=CC=CC=2)([P](C2C=CC=CC=2)(C2C=CC=CC=2)C2C=CC=CC=2)[P](C2C=CC=CC=2)(C2C=CC=CC=2)C2C=CC=CC=2)(C2C=CC=CC=2)C2C=CC=CC=2)=CC=1. The product is [Br:28][C:25]1[C:26](=[O:27])[C:13]2[CH:12]=[CH:11][C:10]([O:9][CH2:8][CH2:7][CH2:6][C:5]([OH:35])=[O:4])=[CH:34][C:14]=2[C:15]2[C:24]=1[O:23][C:22]1[C:17](=[CH:18][CH:19]=[C:20]([N:29]([CH2:32][CH3:33])[CH2:30][CH3:31])[CH:21]=1)[N:16]=2. The yield is 0.510. (7) The reactants are [CH2:1]([O:8][C:9]1[CH:14]=[N:13][NH:12][C:11](=[O:15])[CH:10]=1)[C:2]1[CH:7]=[CH:6][CH:5]=[CH:4][CH:3]=1.Br[C:17]1[CH:18]=[CH:19][C:20]2[C:21]3[CH2:30][N:29]([C:31]([O:33][C:34]([CH3:37])([CH3:36])[CH3:35])=[O:32])[CH2:28][CH2:27][C:22]=3[N:23]([CH3:26])[C:24]=2[CH:25]=1. No catalyst specified. The product is [CH2:1]([O:8][C:9]1[CH:14]=[N:13][N:12]([C:17]2[CH:18]=[CH:19][C:20]3[C:21]4[CH2:30][N:29]([C:31]([O:33][C:34]([CH3:37])([CH3:36])[CH3:35])=[O:32])[CH2:28][CH2:27][C:22]=4[N:23]([CH3:26])[C:24]=3[CH:25]=2)[C:11](=[O:15])[CH:10]=1)[C:2]1[CH:7]=[CH:6][CH:5]=[CH:4][CH:3]=1. The yield is 0.430. (8) The reactants are [I:1][C:2]1[C:7]([OH:8])=[CH:6][CH:5]=[CH:4][N:3]=1.C([O-])([O-])=O.[K+].[K+].CN(C=O)C.[CH3:20][O:21][C:22]1[CH:29]=[CH:28][C:25]([CH2:26]Cl)=[CH:24][CH:23]=1. The catalyst is O. The product is [I:1][C:2]1[C:7]([O:8][CH2:26][C:25]2[CH:28]=[CH:29][C:22]([O:21][CH3:20])=[CH:23][CH:24]=2)=[CH:6][CH:5]=[CH:4][N:3]=1. The yield is 0.270.